This data is from Reaction yield outcomes from USPTO patents with 853,638 reactions. The task is: Predict the reaction yield, written as a fraction of the theoretical maximum amount of product (1.0 means a 100% yield; for example, 0.34 means a 34% yield). (1) No catalyst specified. The product is [CH3:24][O:18][C:17]([C@H:12]1[CH2:13][C@H:14]([OH:16])[CH2:15][N:11]1[C:9]([O:8][CH2:1][C:2]1[CH:7]=[CH:6][CH:5]=[CH:4][CH:3]=1)=[O:10])=[O:19]. The reactants are [CH2:1]([O:8][C:9]([N:11]1[CH2:15][C@@H:14]([OH:16])[CH2:13][C@@H:12]1[C:17]([OH:19])=[O:18])=[O:10])[C:2]1[CH:7]=[CH:6][CH:5]=[CH:4][CH:3]=1.S(Cl)(Cl)=O.[CH3:24]O. The yield is 1.00. (2) The reactants are C[Si]([N-][Si](C)(C)C)(C)C.[Li+].[N:11]1[CH:16]=[CH:15][N:14]=[CH:13][C:12]=1[C:17](=[O:19])[CH3:18].[C:20](OCC)(=[O:26])[C:21]([O:23][CH2:24][CH3:25])=[O:22].Cl. The catalyst is O1CCCC1.C(OCC)C.O. The product is [N:11]1[CH:16]=[CH:15][N:14]=[CH:13][C:12]=1[C:17](=[O:19])[CH2:18][C:20](=[O:26])[C:21]([O:23][CH2:24][CH3:25])=[O:22]. The yield is 0.820. (3) The reactants are [NH2:1][C:2]1[CH:3]=[CH:4][C:5]([F:33])=[C:6]([C@:8]23[CH2:16][N:15]([C:17]4[N:22]=[CH:21][C:20]([F:23])=[CH:19][N:18]=4)[CH2:14][C@H:13]2[CH2:12][S:11][C:10]([NH:24][C:25](=[O:32])[C:26]2[CH:31]=[CH:30][CH:29]=[CH:28][CH:27]=2)=[N:9]3)[CH:7]=1.[CH3:34][O:35][C:36]1[N:37]=[CH:38][C:39]([C:42](O)=[O:43])=[N:40][CH:41]=1.ON1C2C=CC=CC=2N=N1.Cl.CN(C)CCCN=C=NCC. The catalyst is ClCCl.CN(C=O)C. The product is [C:25]([NH:24][C:10]1[S:11][CH2:12][C@@H:13]2[CH2:14][N:15]([C:17]3[N:22]=[CH:21][C:20]([F:23])=[CH:19][N:18]=3)[CH2:16][C@:8]2([C:6]2[CH:7]=[C:2]([NH:1][C:42]([C:39]3[CH:38]=[N:37][C:36]([O:35][CH3:34])=[CH:41][N:40]=3)=[O:43])[CH:3]=[CH:4][C:5]=2[F:33])[N:9]=1)(=[O:32])[C:26]1[CH:31]=[CH:30][CH:29]=[CH:28][CH:27]=1. The yield is 0.740. (4) The reactants are [C:1]([O:4][CH2:5][C@@H:6]1[C@@H:11]([O:12][C:13](=[O:15])[CH3:14])[C@H:10]([OH:16])[C@H:9]([OH:17])[C@@H:8]([C:18]2[CH:27]=[CH:26][C:25]3[C:20](=[CH:21][CH:22]=[C:23]([OH:28])[CH:24]=3)[CH:19]=2)[O:7]1)(=[O:3])[CH3:2].CCN(CC)CC.[F:36][C:37]([F:56])([F:55])[S:38](N(C1C=CC=CC=1)[S:38]([C:37]([F:56])([F:55])[F:36])(=[O:40])=[O:39])(=[O:40])=[O:39]. The catalyst is C(Cl)Cl. The product is [C:1]([O:4][CH2:5][C@@H:6]1[C@@H:11]([O:12][C:13](=[O:15])[CH3:14])[C@H:10]([OH:16])[C@H:9]([OH:17])[C@@H:8]([C:18]2[CH:27]=[CH:26][C:25]3[C:20](=[CH:21][CH:22]=[C:23]([O:28][S:38]([C:37]([F:56])([F:55])[F:36])(=[O:40])=[O:39])[CH:24]=3)[CH:19]=2)[O:7]1)(=[O:3])[CH3:2]. The yield is 0.680. (5) The reactants are [CH3:1][C:2]1[CH:7]=[CH:6][C:5]([C:8]([N:10]=[C:11]=[S:12])=[O:9])=[CH:4][CH:3]=1.[Cl:13][C:14]1[CH:20]=[C:19]([O:21][C:22]2[C:31]3[C:26](=[CH:27][C:28]([O:34][CH3:35])=[C:29]([O:32][CH3:33])[CH:30]=3)[N:25]=[CH:24][CH:23]=2)[CH:18]=[CH:17][C:15]=1[NH2:16].C1(C)C=CC=CC=1. The catalyst is C(O)C. The product is [Cl:13][C:14]1[CH:20]=[C:19]([O:21][C:22]2[C:31]3[C:26](=[CH:27][C:28]([O:34][CH3:35])=[C:29]([O:32][CH3:33])[CH:30]=3)[N:25]=[CH:24][CH:23]=2)[CH:18]=[CH:17][C:15]=1[NH:16][C:11]([NH:10][C:8](=[O:9])[C:5]1[CH:4]=[CH:3][C:2]([CH3:1])=[CH:7][CH:6]=1)=[S:12]. The yield is 0.490.